This data is from Catalyst prediction with 721,799 reactions and 888 catalyst types from USPTO. The task is: Predict which catalyst facilitates the given reaction. Reactant: Cl[C:2]1[N:19]=[CH:18][CH:17]=[C:16]([C:20]#[C:21][Si](C)(C)C)[C:3]=1[C:4]([NH:6][CH2:7][C:8]1[CH:13]=[CH:12][C:11]([F:14])=[C:10]([F:15])[CH:9]=1)=[O:5].NCC1SC(C2C=C3C(=CC=2)N=CN=C3N)=CC=1.C([O-])([O-])=O.[Cs+].[Cs+]. Product: [F:15][C:10]1[CH:9]=[C:8]([CH:13]=[CH:12][C:11]=1[F:14])[CH2:7][N:6]1[C:20](=[CH2:21])[C:16]2[CH:17]=[CH:18][N:19]=[CH:2][C:3]=2[C:4]1=[O:5]. The catalyst class is: 709.